Dataset: Full USPTO retrosynthesis dataset with 1.9M reactions from patents (1976-2016). Task: Predict the reactants needed to synthesize the given product. (1) Given the product [Cl:5][C:6]1[CH:7]=[C:8]([CH2:13][N:14]([O:15][CH3:16])[C:18]2[CH2:20][O:21][C:22](=[O:23])[CH:17]=2)[CH:9]=[N:10][C:11]=1[Cl:12], predict the reactants needed to synthesize it. The reactants are: C(O)(=O)C.[Cl:5][C:6]1[CH:7]=[C:8]([CH2:13][NH:14][O:15][CH3:16])[CH:9]=[N:10][C:11]=1[Cl:12].[CH2:17]1[C:22](=[O:23])[O:21][CH2:20][C:18]1=O.O. (2) Given the product [CH3:16][O:1][C@@H:2]1[CH2:6][CH2:5][N:4]([C:7]([O:9][C:10]([CH3:13])([CH3:12])[CH3:11])=[O:8])[CH2:3]1, predict the reactants needed to synthesize it. The reactants are: [OH:1][C@@H:2]1[CH2:6][CH2:5][N:4]([C:7]([O:9][C:10]([CH3:13])([CH3:12])[CH3:11])=[O:8])[CH2:3]1.[H-].[Na+].[CH3:16]I.